This data is from Catalyst prediction with 721,799 reactions and 888 catalyst types from USPTO. The task is: Predict which catalyst facilitates the given reaction. (1) Reactant: [CH3:1][O:2][C:3]1[CH:4]=[C:5]2[C:10](=[CH:11][C:12]=1[O:13][CH3:14])[N:9]=[CH:8][CH:7]=[C:6]2[O:15][C:16]1[CH:22]=[CH:21][C:19]([NH2:20])=[CH:18][C:17]=1[F:23].C(N(CC)CC)C.ClC(Cl)(O[C:35](=[O:41])OC(Cl)(Cl)Cl)Cl.[F:43][C:44]1[CH:49]=[CH:48][C:47]([C@H:50]([NH2:52])[CH3:51])=[CH:46][CH:45]=1. Product: [CH3:1][O:2][C:3]1[CH:4]=[C:5]2[C:10](=[CH:11][C:12]=1[O:13][CH3:14])[N:9]=[CH:8][CH:7]=[C:6]2[O:15][C:16]1[CH:22]=[CH:21][C:19]([NH:20][C:35]([NH:52][C@@H:50]([C:47]2[CH:48]=[CH:49][C:44]([F:43])=[CH:45][CH:46]=2)[CH3:51])=[O:41])=[CH:18][C:17]=1[F:23]. The catalyst class is: 22. (2) Reactant: [C:1]([O:7][C:8]([CH3:11])([CH3:10])[CH3:9])(=[O:6])[CH2:2][C:3]([CH3:5])=O.[NH3:12]. Product: [NH2:12]/[C:3](/[CH3:5])=[CH:2]\[C:1]([O:7][C:8]([CH3:11])([CH3:10])[CH3:9])=[O:6]. The catalyst class is: 5. (3) Product: [CH2:15]([NH:1][C:2]1[CH:3]=[C:4]2[C:9](=[CH:10][CH:11]=1)[CH:8]=[C:7]([C:12]([O:14][CH2:5][C:4]1[CH:9]=[CH:10][CH:11]=[CH:2][CH:3]=1)=[O:13])[CH:6]=[CH:5]2)[C:16]1[CH:21]=[CH:20][CH:19]=[CH:18][CH:17]=1. Reactant: [NH2:1][C:2]1[CH:3]=[C:4]2[C:9](=[CH:10][CH:11]=1)[CH:8]=[C:7]([C:12]([OH:14])=[O:13])[CH:6]=[CH:5]2.[CH2:15](Br)[C:16]1[CH:21]=[CH:20][CH:19]=[CH:18][CH:17]=1.C(=O)([O-])[O-].[K+].[K+].[I-].[Na+]. The catalyst class is: 3. (4) Reactant: [Br:1][C:2]1[CH:10]=[CH:9][C:5]([C:6]([OH:8])=[O:7])=[C:4]([CH3:11])[CH:3]=1.[CH3:12]O. Product: [CH3:12][O:7][C:6](=[O:8])[C:5]1[CH:9]=[CH:10][C:2]([Br:1])=[CH:3][C:4]=1[CH3:11]. The catalyst class is: 33. (5) Reactant: Cl.C(OC([N:9]1[CH2:14][CH2:13][CH2:12][C@H:11]([O:15][C:16]2[CH:21]=[C:20]([F:22])[CH:19]=[CH:18][C:17]=2[NH:23][C:24]2[C:25]3[C:32]([CH3:33])=[C:31]([C:34]([OH:36])=[O:35])[S:30][C:26]=3[N:27]=[CH:28][N:29]=2)[CH2:10]1)=O)(C)(C)C. Product: [F:22][C:20]1[CH:19]=[CH:18][C:17]([NH:23][C:24]2[C:25]3[C:32]([CH3:33])=[C:31]([C:34]([OH:36])=[O:35])[S:30][C:26]=3[N:27]=[CH:28][N:29]=2)=[C:16]([O:15][C@H:11]2[CH2:12][CH2:13][CH2:14][NH:9][CH2:10]2)[CH:21]=1. The catalyst class is: 71.